Dataset: Forward reaction prediction with 1.9M reactions from USPTO patents (1976-2016). Task: Predict the product of the given reaction. (1) Given the reactants [N+:1]([C:4]1[CH:5]=[N:6][C:7]2[C:12]([C:13]=1[NH:14][CH2:15][C:16]1([C:20]([O:22][CH2:23][CH3:24])=[O:21])[CH2:19][CH2:18][CH2:17]1)=[CH:11][CH:10]=[CH:9][CH:8]=2)([O-])=O, predict the reaction product. The product is: [NH2:1][C:4]1[CH:5]=[N:6][C:7]2[C:12]([C:13]=1[NH:14][CH2:15][C:16]1([C:20]([O:22][CH2:23][CH3:24])=[O:21])[CH2:19][CH2:18][CH2:17]1)=[CH:11][CH:10]=[CH:9][CH:8]=2. (2) Given the reactants [Cl:1][C:2]1[CH:7]=[CH:6][C:5]([S:8][C:9]2[N:13]([CH3:14])[C:12](I)=[N:11][C:10]=2[C:16]2[CH:21]=[CH:20][C:19]([S:22]([CH3:25])(=[O:24])=[O:23])=[CH:18][CH:17]=2)=[CH:4][CH:3]=1.[Sn].[S:27]1[CH:31]=[CH:30][CH:29]=[CH:28]1.[F-].[K+], predict the reaction product. The product is: [Cl:1][C:2]1[CH:7]=[CH:6][C:5]([S:8][C:9]2[N:13]([CH3:14])[C:12]([C:28]3[S:27][CH:31]=[CH:30][CH:29]=3)=[N:11][C:10]=2[C:16]2[CH:21]=[CH:20][C:19]([S:22]([CH3:25])(=[O:24])=[O:23])=[CH:18][CH:17]=2)=[CH:4][CH:3]=1. (3) The product is: [CH3:18][C:17]1([C:15]2[O:16][C:12]([CH2:11][N:9]3[CH:10]=[C:6]([N+:3]([O-:5])=[O:4])[CH:7]=[N:8]3)=[CH:13][CH:14]=2)[O:22][CH2:21][CH2:20][O:19]1. Given the reactants N#N.[N+:3]([C:6]1[CH:7]=[N:8][N:9]([CH2:11][C:12]2[O:16][C:15]([C:17](=[O:19])[CH3:18])=[CH:14][CH:13]=2)[CH:10]=1)([O-:5])=[O:4].[CH2:20](O)[CH2:21][OH:22].CC1C=CC(S(O)(=O)=O)=CC=1, predict the reaction product. (4) Given the reactants S(=O)(=O)(O)O.[CH3:6][O:7][C:8]1[CH:9]=[C:10]2[C:14](=[CH:15][CH:16]=1)[C:13](=[O:17])[CH2:12][CH2:11]2.[N-:18]=[N+]=[N-].[Na+], predict the reaction product. The product is: [CH3:6][O:7][C:8]1[CH:9]=[C:10]2[C:14](=[CH:15][CH:16]=1)[C:13](=[O:17])[NH:18][CH2:12][CH2:11]2. (5) Given the reactants [CH2:1]([O:13][C:14]1[C:19]([F:20])=[C:18]([F:21])[CH:17]=[C:16]([F:22])[C:15]=1[F:23])[CH2:2][CH2:3][CH2:4][CH2:5][CH2:6][CH2:7][CH2:8][CH2:9][CH2:10][CH2:11][CH3:12].C([Li])CCC.CCCCCC.[C:35](=[O:37])=[O:36].Cl, predict the reaction product. The product is: [CH2:1]([O:13][C:14]1[C:15]([F:23])=[C:16]([F:22])[C:17]([C:35]([OH:37])=[O:36])=[C:18]([F:21])[C:19]=1[F:20])[CH2:2][CH2:3][CH2:4][CH2:5][CH2:6][CH2:7][CH2:8][CH2:9][CH2:10][CH2:11][CH3:12].